From a dataset of Peptide-MHC class I binding affinity with 185,985 pairs from IEDB/IMGT. Regression. Given a peptide amino acid sequence and an MHC pseudo amino acid sequence, predict their binding affinity value. This is MHC class I binding data. (1) The peptide sequence is KLDAWLLPF. The MHC is HLA-A25:01 with pseudo-sequence HLA-A25:01. The binding affinity (normalized) is 0.0847. (2) The peptide sequence is MQFKLGIPK. The MHC is HLA-A02:01 with pseudo-sequence HLA-A02:01. The binding affinity (normalized) is 0.0847. (3) The peptide sequence is RYKLEGYAF. The MHC is HLA-A30:02 with pseudo-sequence HLA-A30:02. The binding affinity (normalized) is 0. (4) The peptide sequence is LSKIPYLRNY. The MHC is HLA-A03:01 with pseudo-sequence HLA-A03:01. The binding affinity (normalized) is 0.182. (5) The peptide sequence is FVNFNSVKNL. The MHC is HLA-A02:06 with pseudo-sequence HLA-A02:06. The binding affinity (normalized) is 0.289. (6) The peptide sequence is YKAVVPLVY. The MHC is HLA-B58:01 with pseudo-sequence HLA-B58:01. The binding affinity (normalized) is 0.325. (7) The peptide sequence is IRLPKTFGW. The MHC is Mamu-B17 with pseudo-sequence Mamu-B17. The binding affinity (normalized) is 0.848.